This data is from Full USPTO retrosynthesis dataset with 1.9M reactions from patents (1976-2016). The task is: Predict the reactants needed to synthesize the given product. (1) Given the product [Cl:1][C:2]1[CH:3]=[N:4][CH:5]=[C:6]([Cl:10])[C:7]=1[CH:8]([OH:9])[CH2:14][N+:11]([O-:13])=[O:12], predict the reactants needed to synthesize it. The reactants are: [Cl:1][C:2]1[CH:3]=[N:4][CH:5]=[C:6]([Cl:10])[C:7]=1[CH:8]=[O:9].[N+:11]([CH3:14])([O-:13])=[O:12].C[O-].[Na+]. (2) Given the product [CH3:33][C:15]1[NH:14][C:13](/[CH:11]=[C:3]2\[C:2](=[O:10])[NH:1][C:9]3[C:4]\2=[CH:5][CH:6]=[CH:7][CH:8]=3)=[C:17]([CH2:18][CH2:19][C:20]([OH:22])=[O:21])[C:16]=1[S:23]([C:26]1[CH:31]=[CH:30][C:29]([CH3:32])=[CH:28][CH:27]=1)(=[O:25])=[O:24], predict the reactants needed to synthesize it. The reactants are: [NH:1]1[C:9]2[C:4](=[CH:5][CH:6]=[CH:7][CH:8]=2)[CH2:3][C:2]1=[O:10].[CH:11]([C:13]1[NH:14][C:15]([CH3:33])=[C:16]([S:23]([C:26]2[CH:31]=[CH:30][C:29]([CH3:32])=[CH:28][CH:27]=2)(=[O:25])=[O:24])[C:17]=1[CH2:18][CH2:19][C:20]([OH:22])=[O:21])=O.N1CCCCC1. (3) The reactants are: [H-].[Na+].[CH3:3]N(C)C=O.[OH:8][CH2:9][CH:10]1[CH2:15][CH2:14][CH2:13][N:12]([C:16]([O:18][C:19]([CH3:22])([CH3:21])[CH3:20])=[O:17])[CH2:11]1.CI. Given the product [CH3:3][O:8][CH2:9][CH:10]1[CH2:15][CH2:14][CH2:13][N:12]([C:16]([O:18][C:19]([CH3:22])([CH3:21])[CH3:20])=[O:17])[CH2:11]1, predict the reactants needed to synthesize it.